This data is from Reaction yield outcomes from USPTO patents with 853,638 reactions. The task is: Predict the reaction yield, written as a fraction of the theoretical maximum amount of product (1.0 means a 100% yield; for example, 0.34 means a 34% yield). The reactants are [CH3:1][C:2]([CH3:7])([CH3:6])[C:3](Cl)=[O:4].[Cl:8][C:9]1[CH:34]=[CH:33][C:12]2[N:13]3[C:17]([CH2:18][NH:19][CH2:20][C:11]=2[CH:10]=1)=[N:16][N:15]=[C:14]3[CH:21]1[CH2:26][CH2:25][N:24]([C:27]2[N:32]=[CH:31][CH:30]=[CH:29][N:28]=2)[CH2:23][CH2:22]1. No catalyst specified. The product is [Cl:8][C:9]1[CH:34]=[CH:33][C:12]2[N:13]3[C:17]([CH2:18][N:19]([C:3](=[O:4])[C:2]([CH3:7])([CH3:6])[CH3:1])[CH2:20][C:11]=2[CH:10]=1)=[N:16][N:15]=[C:14]3[CH:21]1[CH2:26][CH2:25][N:24]([C:27]2[N:28]=[CH:29][CH:30]=[CH:31][N:32]=2)[CH2:23][CH2:22]1. The yield is 0.420.